From a dataset of Catalyst prediction with 721,799 reactions and 888 catalyst types from USPTO. Predict which catalyst facilitates the given reaction. (1) Reactant: [C:1]([NH:4][NH2:5])(=O)[CH3:2].[Cl:6][C:7]1[CH:8]=[CH:9][C:10]2[NH:16][C:15](=S)[CH:14]([CH2:18][C:19]([O:21][CH2:22][CH3:23])=[O:20])[O:13][CH:12]([C:24]3[CH:29]=[CH:28][CH:27]=[C:26]([O:30][CH3:31])[C:25]=3[O:32][CH3:33])[C:11]=2[CH:34]=1. Product: [Cl:6][C:7]1[CH:8]=[CH:9][C:10]2[N:16]3[C:1]([CH3:2])=[N:4][N:5]=[C:15]3[CH:14]([CH2:18][C:19]([O:21][CH2:22][CH3:23])=[O:20])[O:13][CH:12]([C:24]3[CH:29]=[CH:28][CH:27]=[C:26]([O:30][CH3:31])[C:25]=3[O:32][CH3:33])[C:11]=2[CH:34]=1. The catalyst class is: 12. (2) Reactant: [OH:1][C:2]([CH3:35])([CH3:34])[CH2:3][C@@:4]1([C:28]2[CH:33]=[CH:32][CH:31]=[CH:30][CH:29]=2)[O:9][C:8](=[O:10])[N:7]([C@H:11]([C:13]2[CH:18]=[CH:17][C:16](B3OC(C)(C)C(C)(C)O3)=[CH:15][CH:14]=2)[CH3:12])[CH2:6][CH2:5]1.Br[C:37]1[CH:38]=[CH:39][C:40](=[O:46])[N:41]([CH:43]2[CH2:45][CH2:44]2)[CH:42]=1.C([O-])([O-])=O.[Cs+].[Cs+].C(Cl)Cl. Product: [CH:43]1([N:41]2[C:40](=[O:46])[CH:39]=[CH:38][C:37]([C:16]3[CH:15]=[CH:14][C:13]([C@@H:11]([N:7]4[CH2:6][CH2:5][C@:4]([CH2:3][C:2]([OH:1])([CH3:34])[CH3:35])([C:28]5[CH:33]=[CH:32][CH:31]=[CH:30][CH:29]=5)[O:9][C:8]4=[O:10])[CH3:12])=[CH:18][CH:17]=3)=[CH:42]2)[CH2:45][CH2:44]1. The catalyst class is: 75. (3) Reactant: [CH:1]1([C:4]2[CH:5]=[CH:6][C:7]([F:10])=[N:8][CH:9]=2)[CH2:3][CH2:2]1.C([N-]C(C)C)(C)C.[Li+].[I:19]I.S([O-])([O-])(=O)=S.[Na+].[Na+]. Product: [CH:1]1([C:4]2[CH:5]=[C:6]([I:19])[C:7]([F:10])=[N:8][CH:9]=2)[CH2:3][CH2:2]1. The catalyst class is: 20. (4) Reactant: [CH2:1]([NH:8][C:9]([CH3:13])([CH3:12])[CH2:10][OH:11])[C:2]1[CH:7]=[CH:6][CH:5]=[CH:4][CH:3]=1.C(N(CC)CC)C.[Cl:21][CH:22]([CH3:26])[C:23](Cl)=[O:24]. Product: [CH2:1]([N:8]([C:9]([CH3:13])([CH3:12])[CH2:10][OH:11])[C:23](=[O:24])[CH:22]([Cl:21])[CH3:26])[C:2]1[CH:7]=[CH:6][CH:5]=[CH:4][CH:3]=1. The catalyst class is: 32. (5) Reactant: [CH3:1][O:2][C:3]1[C:8]([NH2:9])=[CH:7][C:6]([C:10]#[C:11][C:12]2[C:13]([CH3:24])=[N:14][CH:15]=[N:16][C:17]=2[N:18]2[CH2:23][CH2:22][O:21][CH2:20][CH2:19]2)=[CH:5][N:4]=1.[S:25]1[CH:29]=[CH:28][CH:27]=[C:26]1[S:30](Cl)(=[O:32])=[O:31].N1C=CC=CC=1.O. Product: [CH3:1][O:2][C:3]1[C:8]([NH:9][S:30]([C:26]2[S:25][CH:29]=[CH:28][CH:27]=2)(=[O:32])=[O:31])=[CH:7][C:6]([C:10]#[C:11][C:12]2[C:13]([CH3:24])=[N:14][CH:15]=[N:16][C:17]=2[N:18]2[CH2:19][CH2:20][O:21][CH2:22][CH2:23]2)=[CH:5][N:4]=1. The catalyst class is: 2. (6) Reactant: [C:1]1([CH3:11])[CH:6]=[CH:5][C:4]([S:7](Cl)(=[O:9])=[O:8])=[CH:3][CH:2]=1.C(N(C(C)C)CC)(C)C.[F:21][C:22]1[CH:27]=[CH:26][CH:25]=[CH:24][C:23]=1[CH2:28][CH2:29][OH:30].[Cl-].[NH4+]. Product: [F:21][C:22]1[CH:27]=[CH:26][CH:25]=[CH:24][C:23]=1[CH2:28][CH2:29][O:30][S:7]([C:4]1[CH:5]=[CH:6][C:1]([CH3:11])=[CH:2][CH:3]=1)(=[O:9])=[O:8]. The catalyst class is: 143. (7) Reactant: [C:1]([O:5][C:6]([NH:8][CH:9]([C:15]1[CH:20]=[CH:19][CH:18]=[C:17]([OH:21])[CH:16]=1)[CH2:10][C:11]([O:13][CH3:14])=[O:12])=[O:7])([CH3:4])([CH3:3])[CH3:2].C(=O)([O-])[O-].[Cs+].[Cs+].[F:28][CH2:29][CH2:30]I. Product: [C:1]([O:5][C:6]([NH:8][CH:9]([C:15]1[CH:20]=[CH:19][CH:18]=[C:17]([O:21][CH2:30][CH2:29][F:28])[CH:16]=1)[CH2:10][C:11]([O:13][CH3:14])=[O:12])=[O:7])([CH3:4])([CH3:2])[CH3:3]. The catalyst class is: 1. (8) Reactant: [CH3:1][C:2]1[N:3]([CH2:15][CH:16]([CH3:18])[CH3:17])[C:4]2[C:13]3[CH:12]=[CH:11][CH:10]=[CH:9][C:8]=3[N:7]=[CH:6][C:5]=2[N:14]=1.C([N-]C(C)C)(C)C.[Li+].CON(C)[C:30](=[O:32])[CH3:31]. Product: [CH3:17][CH:16]([CH3:18])[CH2:15][N:3]1[C:4]2[C:13]3[CH:12]=[CH:11][CH:10]=[CH:9][C:8]=3[N:7]=[CH:6][C:5]=2[N:14]=[C:2]1[CH2:1][C:30](=[O:32])[CH3:31]. The catalyst class is: 7. (9) Reactant: [H-].[Na+].[S:3]1[C:7]2[CH:8]=[CH:9][CH:10]=[CH:11][C:6]=2[N:5]=[C:4]1[NH:12][C@H:13]1[CH2:18][CH2:17][C@H:16]([OH:19])[CH2:15][CH2:14]1.[Cl:20][C:21]1[C:26](Cl)=[N:25][CH:24]=[CH:23][N:22]=1.O. Product: [Cl:20][C:21]1[C:26]([O:19][C@H:16]2[CH2:15][CH2:14][C@H:13]([NH:12][C:4]3[S:3][C:7]4[CH:8]=[CH:9][CH:10]=[CH:11][C:6]=4[N:5]=3)[CH2:18][CH2:17]2)=[N:25][CH:24]=[CH:23][N:22]=1. The catalyst class is: 3.